Predict the product of the given reaction. From a dataset of Forward reaction prediction with 1.9M reactions from USPTO patents (1976-2016). Given the reactants [Br:1][C:2]1[CH:7]=[CH:6][C:5]([CH:8]([NH2:10])[CH3:9])=[CH:4][CH:3]=1.[C:11]([O:15][C:16](O[C:16]([O:15][C:11]([CH3:14])([CH3:13])[CH3:12])=[O:17])=[O:17])([CH3:14])([CH3:13])[CH3:12].Cl.CCOCC, predict the reaction product. The product is: [C:11]([O:15][C:16]([NH:10][C@H:8]([C:5]1[CH:6]=[CH:7][C:2]([Br:1])=[CH:3][CH:4]=1)[CH3:9])=[O:17])([CH3:14])([CH3:13])[CH3:12].